Dataset: Retrosynthesis with 50K atom-mapped reactions and 10 reaction types from USPTO. Task: Predict the reactants needed to synthesize the given product. (1) Given the product O=c1oc(-c2ccc(OCCO)cc2)cc(O)c1SCCc1ccccc1, predict the reactants needed to synthesize it. The reactants are: CCOC(=O)COc1ccc(-c2cc(O)c(SCCc3ccccc3)c(=O)o2)cc1. (2) Given the product CCOC(=O)c1cn(CCOS(C)(=O)=O)c2ncc(Br)cc2c1=O, predict the reactants needed to synthesize it. The reactants are: CCOC(=O)c1cn(CCO)c2ncc(Br)cc2c1=O.CS(=O)(=O)Cl. (3) Given the product Cn1c(-c2cccnc2)cc2ccccc21, predict the reactants needed to synthesize it. The reactants are: CI.c1cncc(-c2cc3ccccc3[nH]2)c1.